Predict the product of the given reaction. From a dataset of Forward reaction prediction with 1.9M reactions from USPTO patents (1976-2016). (1) The product is: [C:2]([Cl:1])(=[O:4])[O:25][CH:14]1[CH2:13][O:18][CH:17]([C:19]2[CH:24]=[CH:23][CH:22]=[CH:21][CH:20]=2)[O:16][CH2:15]1. Given the reactants [Cl:1][C:2](Cl)([O:4]C(=O)OC(Cl)(Cl)Cl)Cl.[CH2:13]1[O:18][CH:17]([C:19]2[CH:24]=[CH:23][CH:22]=[CH:21][CH:20]=2)[O:16][CH2:15][CH:14]1[OH:25].N1C=CC=CC=1, predict the reaction product. (2) Given the reactants [Si]([O:8][C@@H:9]1[C@@:37]2([CH3:38])[C:13](=[CH:14][CH:15]=[C:16]3[C@@H:36]2[CH2:35][CH2:34][C@@:33]2([CH3:39])[C@H:17]3[CH2:18][CH:19]=[C:20]2[C:21]([O:24][CH2:25][CH2:26][C:27]([CH2:31][CH3:32])([OH:30])[CH2:28][CH3:29])([CH3:23])[CH3:22])[CH2:12][C@@H:11]([O:40][Si](C(C)(C)C)(C)C)[CH2:10]1)(C(C)(C)C)(C)C.O1CCCC1.[F-].C([N+](CCCC)(CCCC)CCCC)CCC, predict the reaction product. The product is: [OH:8][C@@H:9]1[C@@:37]2([CH3:38])[C:13](=[CH:14][CH:15]=[C:16]3[C@@H:36]2[CH2:35][CH2:34][C@@:33]2([CH3:39])[C@H:17]3[CH2:18][CH:19]=[C:20]2[C:21]([O:24][CH2:25][CH2:26][C:27]([CH2:28][CH3:29])([OH:30])[CH2:31][CH3:32])([CH3:23])[CH3:22])[CH2:12][C@@H:11]([OH:40])[CH2:10]1. (3) Given the reactants [C:1]([C:5]1[Se:9][C:8]([C:10]#[N:11])=[C:7]([OH:12])[CH:6]=1)([CH3:4])([CH3:3])[CH3:2].[OH:13]S(O)(=O)=O, predict the reaction product. The product is: [C:1]([C:5]1[Se:9][C:8]([C:10]([NH2:11])=[O:13])=[C:7]([OH:12])[CH:6]=1)([CH3:4])([CH3:2])[CH3:3]. (4) Given the reactants Br[C:2]1[CH:7]=[CH:6][C:5]([O:8][CH2:9][CH3:10])=[C:4]([N+:11]([O-])=O)[CH:3]=1.[NH:14]1[CH2:19][CH2:18][CH2:17][CH2:16][CH2:15]1.[F:20][C:21]1[CH:46]=[CH:45][C:24]([C:25]([NH:27][C:28]2[S:29]C3C(N4CCOCC4)=CC=C(OC)C=3N=2)=[O:26])=[CH:23][CH:22]=1, predict the reaction product. The product is: [CH2:9]([O:8][C:5]1[C:4]2[N:11]=[C:28]([NH:27][C:25](=[O:26])[C:24]3[CH:45]=[CH:46][C:21]([F:20])=[CH:22][CH:23]=3)[S:29][C:3]=2[C:2]([N:14]2[CH2:19][CH2:18][CH2:17][CH2:16][CH2:15]2)=[CH:7][CH:6]=1)[CH3:10]. (5) The product is: [CH3:27][O:26][C:21]1[CH:22]=[CH:23][CH:24]=[CH:25][C:20]=1[CH2:19][O:18][CH2:17][CH2:16][CH2:15][O:14][C:11]1[CH:12]=[CH:13][C:8]([CH:7]2[CH2:6][CH2:5][N:4]([C:28]([O:30][C:31]([CH3:34])([CH3:33])[CH3:32])=[O:29])[CH2:3][CH:2]2[O:1][CH2:36][C:37]2[CH:42]=[CH:41][CH:40]=[C:39]([O:43][CH3:44])[C:38]=2[O:45][CH2:46][CH2:47][O:48][CH3:49])=[CH:9][CH:10]=1. Given the reactants [OH:1][CH:2]1[CH:7]([C:8]2[CH:13]=[CH:12][C:11]([O:14][CH2:15][CH2:16][CH2:17][O:18][CH2:19][C:20]3[CH:25]=[CH:24][CH:23]=[CH:22][C:21]=3[O:26][CH3:27])=[CH:10][CH:9]=2)[CH2:6][CH2:5][N:4]([C:28]([O:30][C:31]([CH3:34])([CH3:33])[CH3:32])=[O:29])[CH2:3]1.Cl[CH2:36][C:37]1[CH:42]=[CH:41][CH:40]=[C:39]([O:43][CH3:44])[C:38]=1[O:45][CH2:46][CH2:47][O:48][CH3:49], predict the reaction product. (6) The product is: [Si:31]([O:38][CH2:39][CH2:40][N:41]([CH:42]1[CH2:45][O:44][CH2:43]1)[C:28]([C:10]1[C:9]([O:8][CH2:1][C:2]2[CH:7]=[CH:6][CH:5]=[CH:4][CH:3]=2)=[C:14]([OH:15])[N:13]=[C:12]([CH2:16][C:17]2([C:22]3[CH:27]=[CH:26][CH:25]=[CH:24][CH:23]=3)[CH2:18][CH2:19][CH2:20][CH2:21]2)[N:11]=1)=[O:29])([C:34]([CH3:37])([CH3:36])[CH3:35])([CH3:33])[CH3:32]. Given the reactants [CH2:1]([O:8][C:9]1[C:10]([C:28](O)=[O:29])=[N:11][C:12]([CH2:16][C:17]2([C:22]3[CH:27]=[CH:26][CH:25]=[CH:24][CH:23]=3)[CH2:21][CH2:20][CH2:19][CH2:18]2)=[N:13][C:14]=1[OH:15])[C:2]1[CH:7]=[CH:6][CH:5]=[CH:4][CH:3]=1.[Si:31]([O:38][CH2:39][CH2:40][NH:41][CH:42]1[CH2:45][O:44][CH2:43]1)([C:34]([CH3:37])([CH3:36])[CH3:35])([CH3:33])[CH3:32].C(N(CC)C(C)C)(C)C.CN(C(ON1N=NC2C=CC=NC1=2)=[N+](C)C)C.F[P-](F)(F)(F)(F)F, predict the reaction product. (7) Given the reactants N[C:2]1[N:7]=[CH:6][C:5]([C:8]2[CH:13]=[CH:12][C:11]([C@@H:14]([N:16]3[CH2:21][CH2:20][C@@:19]([C:26]4[CH:31]=[CH:30][C:29]([F:32])=[CH:28][CH:27]=4)([CH2:22][CH2:23][CH2:24][OH:25])[O:18][C:17]3=[O:33])[CH3:15])=[CH:10][CH:9]=2)=[CH:4][CH:3]=1.N([O-])=[O:35].[Na+].[OH-].[Na+], predict the reaction product. The product is: [F:32][C:29]1[CH:28]=[CH:27][C:26]([C@:19]2([CH2:22][CH2:23][CH2:24][OH:25])[O:18][C:17](=[O:33])[N:16]([C@H:14]([C:11]3[CH:12]=[CH:13][C:8]([C:5]4[CH:4]=[CH:3][C:2](=[O:35])[NH:7][CH:6]=4)=[CH:9][CH:10]=3)[CH3:15])[CH2:21][CH2:20]2)=[CH:31][CH:30]=1. (8) Given the reactants [NH2:1][C:2]([CH3:6])([CH3:5])[CH2:3][OH:4].[CH2:7]1[CH2:13][S:10](=[O:12])(=[O:11])[O:9][CH2:8]1, predict the reaction product. The product is: [CH3:5][C:2]([NH:1][CH2:8][CH2:7][CH2:13][S:10]([OH:12])(=[O:11])=[O:9])([CH3:6])[CH2:3][OH:4].